Dataset: Full USPTO retrosynthesis dataset with 1.9M reactions from patents (1976-2016). Task: Predict the reactants needed to synthesize the given product. Given the product [CH3:4][C:2]([O:5][C:6]([N:8]1[CH2:12][C@@H:11]([CH:13]2[CH2:18][CH2:17][N:16]([S:19]([CH3:22])(=[O:20])=[O:21])[CH2:15][CH2:14]2)[CH2:10][C@H:9]1[C:23]([OH:25])=[O:24])=[O:7])([CH3:1])[CH3:3], predict the reactants needed to synthesize it. The reactants are: [CH3:1][C:2]([O:5][C:6]([N:8]1[CH2:12][C@@H:11]([CH:13]2[CH2:18][CH2:17][N:16]([S:19]([CH3:22])(=[O:21])=[O:20])[CH2:15][CH2:14]2)[CH2:10][C@H:9]1[C:23]([O:25]C)=[O:24])=[O:7])([CH3:4])[CH3:3].[OH-].[Li+].